Dataset: Reaction yield outcomes from USPTO patents with 853,638 reactions. Task: Predict the reaction yield, written as a fraction of the theoretical maximum amount of product (1.0 means a 100% yield; for example, 0.34 means a 34% yield). The reactants are [S:1]1[C:5]2[CH:6]=[CH:7][CH:8]=[CH:9][C:4]=2[CH:3]=[CH:2]1.[Al+3].[Cl-:11].[Cl-].[Cl-].ClC[CH2:16][CH2:17][C:18](Cl)=[O:19].Cl[CH2:22]Cl. No catalyst specified. The product is [Cl:11][CH2:16][CH2:17][C:18](=[O:19])[CH2:22][C:3]1[C:4]2[CH:9]=[CH:8][CH:7]=[CH:6][C:5]=2[S:1][CH:2]=1. The yield is 0.798.